Dataset: NCI-60 drug combinations with 297,098 pairs across 59 cell lines. Task: Regression. Given two drug SMILES strings and cell line genomic features, predict the synergy score measuring deviation from expected non-interaction effect. (1) Drug 1: CC1=C2C(C(=O)C3(C(CC4C(C3C(C(C2(C)C)(CC1OC(=O)C(C(C5=CC=CC=C5)NC(=O)OC(C)(C)C)O)O)OC(=O)C6=CC=CC=C6)(CO4)OC(=O)C)OC)C)OC. Drug 2: CCC1=CC2CC(C3=C(CN(C2)C1)C4=CC=CC=C4N3)(C5=C(C=C6C(=C5)C78CCN9C7C(C=CC9)(C(C(C8N6C)(C(=O)OC)O)OC(=O)C)CC)OC)C(=O)OC.C(C(C(=O)O)O)(C(=O)O)O. Cell line: LOX IMVI. Synergy scores: CSS=42.2, Synergy_ZIP=-7.24, Synergy_Bliss=-10.6, Synergy_Loewe=-5.58, Synergy_HSA=-3.86. (2) Drug 1: COC1=C(C=C2C(=C1)N=CN=C2NC3=CC(=C(C=C3)F)Cl)OCCCN4CCOCC4. Drug 2: CC1CCCC2(C(O2)CC(NC(=O)CC(C(C(=O)C(C1O)C)(C)C)O)C(=CC3=CSC(=N3)C)C)C. Cell line: DU-145. Synergy scores: CSS=31.9, Synergy_ZIP=4.18, Synergy_Bliss=1.39, Synergy_Loewe=0.112, Synergy_HSA=0.131. (3) Cell line: UO-31. Synergy scores: CSS=2.18, Synergy_ZIP=-2.15, Synergy_Bliss=-2.33, Synergy_Loewe=-11.4, Synergy_HSA=-5.48. Drug 1: CC1C(C(=O)NC(C(=O)N2CCCC2C(=O)N(CC(=O)N(C(C(=O)O1)C(C)C)C)C)C(C)C)NC(=O)C3=C4C(=C(C=C3)C)OC5=C(C(=O)C(=C(C5=N4)C(=O)NC6C(OC(=O)C(N(C(=O)CN(C(=O)C7CCCN7C(=O)C(NC6=O)C(C)C)C)C)C(C)C)C)N)C. Drug 2: COC1=C2C(=CC3=C1OC=C3)C=CC(=O)O2.